From a dataset of Full USPTO retrosynthesis dataset with 1.9M reactions from patents (1976-2016). Predict the reactants needed to synthesize the given product. (1) Given the product [O:5]1[C:6]2[CH:11]=[CH:10][CH:9]=[CH:8][C:7]=2[C:3]([CH2:2][B:12]2[O:16][C:15]([CH3:18])([CH3:17])[C:14]([CH3:20])([CH3:19])[O:13]2)=[CH:4]1, predict the reactants needed to synthesize it. The reactants are: Br[CH2:2][C:3]1[C:7]2[CH:8]=[CH:9][CH:10]=[CH:11][C:6]=2[O:5][CH:4]=1.[B:12]1([B:12]2[O:16][C:15]([CH3:18])([CH3:17])[C:14]([CH3:20])([CH3:19])[O:13]2)[O:16][C:15]([CH3:18])([CH3:17])[C:14]([CH3:20])([CH3:19])[O:13]1.C(=O)([O-])[O-].[K+].[K+]. (2) Given the product [CH3:1][O:2][C:3]1[CH:4]=[C:5]2[C:7]([C:16]3[CH:15]=[CH:14][CH:13]=[N:12][C:11]=3[NH:6]2)=[CH:8][CH:9]=1, predict the reactants needed to synthesize it. The reactants are: [CH3:1][O:2][C:3]1[CH:4]=[C:5]([CH:7]=[CH:8][CH:9]=1)[NH2:6].Cl[C:11]1[C:16](Cl)=[CH:15][CH:14]=[CH:13][N:12]=1.C1C=CC(P(C2C=CC=CC=2)C2C=CC=CC=2)=CC=1.CC([O-])(C)C.[Na+]. (3) Given the product [C:1]([OH:7])(=[O:6])[CH2:2][C:3]([OH:5])=[O:4].[Cl:8][C:9]1[CH:10]=[CH:11][C:12]2[CH2:18][CH2:17][NH:16][CH2:15][C@H:14]([CH3:19])[C:13]=2[CH:20]=1, predict the reactants needed to synthesize it. The reactants are: [C:1]([OH:7])(=[O:6])[CH2:2][C:3]([OH:5])=[O:4].[Cl:8][C:9]1[CH:10]=[CH:11][C:12]2[CH2:18][CH2:17][NH:16][CH2:15][C@H:14]([CH3:19])[C:13]=2[CH:20]=1. (4) Given the product [C:1]([Si:5]([CH3:30])([CH3:31])[O:6][CH2:7][CH2:8][C:9]1([CH:28]=[O:45])[CH2:14][CH2:13][N:12]([C:15]2[S:16][C:17]3[CH:23]=[C:22]([C:24]([F:26])([F:25])[F:27])[CH:21]=[CH:20][C:18]=3[N:19]=2)[CH2:11][CH2:10]1)([CH3:3])([CH3:2])[CH3:4], predict the reactants needed to synthesize it. The reactants are: [C:1]([Si:5]([CH3:31])([CH3:30])[O:6][CH2:7][CH2:8][C:9]1([C:28]#N)[CH2:14][CH2:13][N:12]([C:15]2[S:16][C:17]3[CH:23]=[C:22]([C:24]([F:27])([F:26])[F:25])[CH:21]=[CH:20][C:18]=3[N:19]=2)[CH2:11][CH2:10]1)([CH3:4])([CH3:3])[CH3:2].[H-].C([Al+]CC(C)C)C(C)C.C(O)(=O)CC(CC(O)=O)(C(O)=O)[OH:45].